Dataset: Catalyst prediction with 721,799 reactions and 888 catalyst types from USPTO. Task: Predict which catalyst facilitates the given reaction. (1) Reactant: COCCO[AlH2-]O[CH2:8][CH2:9][O:10][CH3:11].[Na+].[C:13]1(C)[CH:18]=CC=[CH:15][CH:14]=1.[O:20]1[CH2:24][CH2:23][CH2:22][CH2:21]1.O.O.O.O.C(C(C(C([O-])=O)O)O)([O-])=O.[Na+].[K+]. Product: [CH3:11][O:10][C:9]1[CH:8]=[C:18]([CH2:13][CH2:14][CH3:15])[CH:24]=[CH:23][C:22]=1[CH2:21][OH:20]. The catalyst class is: 5. (2) Reactant: [NH2:1][C:2]1[C:7]([CH:8]=[O:9])=[CH:6][C:5](I)=[CH:4][N:3]=1.[N:11]1([C:17](=[O:33])[CH2:18][N:19]2[CH:23]=[C:22](B3OC(C)(C)C(C)(C)O3)[CH:21]=[N:20]2)[CH2:16][CH2:15][CH2:14][CH2:13][CH2:12]1.C(=O)([O-])[O-].[Na+].[Na+].O. Product: [NH2:1][C:2]1[C:7]([CH:8]=[O:9])=[CH:6][C:5]([C:22]2[CH:21]=[N:20][N:19]([CH2:18][C:17](=[O:33])[N:11]3[CH2:16][CH2:15][CH2:14][CH2:13][CH2:12]3)[CH:23]=2)=[CH:4][N:3]=1. The catalyst class is: 427. (3) Reactant: [OH-].[K+].Cl[C:4]1[C:9]([CH:10]([C:12]2[CH:17]=[CH:16][CH:15]=[CH:14][CH:13]=2)[OH:11])=[C:8]([Cl:18])[N:7]=[CH:6][N:5]=1.[CH2:19]([OH:26])[C:20]1[CH:25]=[CH:24][CH:23]=[CH:22][CH:21]=1.C1OCCOCCOCCOCCOCCOC1. Product: [CH2:19]([O:26][C:4]1[C:9]([CH:10]([C:12]2[CH:17]=[CH:16][CH:15]=[CH:14][CH:13]=2)[OH:11])=[C:8]([Cl:18])[N:7]=[CH:6][N:5]=1)[C:20]1[CH:25]=[CH:24][CH:23]=[CH:22][CH:21]=1. The catalyst class is: 93.